Dataset: Full USPTO retrosynthesis dataset with 1.9M reactions from patents (1976-2016). Task: Predict the reactants needed to synthesize the given product. (1) Given the product [Cl:1][C:2]1[CH:7]=[CH:6][C:5]([O:8][C:9]2[CH:14]=[CH:13][C:12]([CH2:15][CH2:16][N:17]([CH3:21])[C:18]3[NH:20][CH:29]=[C:28]([CH2:33][C:34]4[CH:35]=[N:36][N:38]([CH3:37])[CH:39]=4)[C:26](=[O:27])[N:19]=3)=[CH:11][CH:10]=2)=[CH:4][C:3]=1[C:22]([F:23])([F:24])[F:25], predict the reactants needed to synthesize it. The reactants are: [Cl:1][C:2]1[CH:7]=[CH:6][C:5]([O:8][C:9]2[CH:14]=[CH:13][C:12]([CH2:15][CH2:16][N:17]([CH3:21])[C:18]([NH2:20])=[NH:19])=[CH:11][CH:10]=2)=[CH:4][C:3]=1[C:22]([F:25])([F:24])[F:23].[CH:26]([CH:28]([CH2:33][C:34]1[CH:35]=[N:36][C:37](OC)=[N:38][CH:39]=1)[C:29](OC)=O)=[O:27]. (2) Given the product [CH2:25]([N:29]([CH3:30])[CH2:6][CH2:7][C:8]1[O:9][C:10]2[CH:16]=[CH:15][C:14]([C:17]3[CH:22]=[CH:21][C:20]([C:23]#[N:24])=[CH:19][CH:18]=3)=[CH:13][C:11]=2[CH:12]=1)[CH:26]([CH3:28])[CH3:27], predict the reactants needed to synthesize it. The reactants are: CS(O[CH2:6][CH2:7][C:8]1[O:9][C:10]2[CH:16]=[CH:15][C:14]([C:17]3[CH:22]=[CH:21][C:20]([C:23]#[N:24])=[CH:19][CH:18]=3)=[CH:13][C:11]=2[CH:12]=1)(=O)=O.[CH2:25]([NH:29][CH3:30])[CH:26]([CH3:28])[CH3:27]. (3) Given the product [O:12]1[C:8]([C:6]2[CH:7]=[C:2]([N:15]3[CH:16]=[CH:17][CH:18]=[CH:19][C:14]3=[O:13])[CH:3]=[N:4][CH:5]=2)=[CH:9][N:10]=[CH:11]1, predict the reactants needed to synthesize it. The reactants are: Br[C:2]1[CH:3]=[N:4][CH:5]=[C:6]([C:8]2[O:12][CH:11]=[N:10][CH:9]=2)[CH:7]=1.[OH:13][C:14]1[CH:19]=[CH:18][CH:17]=[CH:16][N:15]=1.C([O-])([O-])=O.[K+].[K+]. (4) The reactants are: [F:1][C:2]1[C:7]([OH:8])=[CH:6][CH:5]=[CH:4][C:3]=1[CH2:9][NH:10][C:11]([C:13]1[CH:14]=[C:15]2[C:20](=[CH:21][CH:22]=1)[N:19]=[CH:18][CH:17]=[CH:16]2)=[O:12].Br[CH2:24][CH2:25][CH2:26][CH2:27][CH2:28][CH2:29][CH:30]=[CH2:31].CN(C=O)C.C(=O)([O-])[O-].[Cs+].[Cs+]. Given the product [F:1][C:2]1[C:7]([O:8][CH2:31][CH2:30][CH2:29][CH2:28][CH2:27][CH2:26][CH:25]=[CH2:24])=[CH:6][CH:5]=[CH:4][C:3]=1[CH2:9][NH:10][C:11]([C:13]1[CH:14]=[C:15]2[C:20](=[CH:21][CH:22]=1)[N:19]=[CH:18][CH:17]=[CH:16]2)=[O:12], predict the reactants needed to synthesize it. (5) Given the product [Br:1][C:2]1[CH:3]=[N:4][C:5]2[N:6]([N:8]=[C:9]([C:11]([N:19]3[CH2:20][CH2:21][C:22]4[S:23][C:15]([CH3:14])=[C:16]([CH3:25])[C:17]=4[CH:18]3[CH3:24])=[O:13])[CH:10]=2)[CH:7]=1, predict the reactants needed to synthesize it. The reactants are: [Br:1][C:2]1[CH:3]=[N:4][C:5]2[N:6]([N:8]=[C:9]([C:11]([OH:13])=O)[CH:10]=2)[CH:7]=1.[CH3:14][C:15]1[S:23][C:22]2[CH2:21][CH2:20][NH:19][CH:18]([CH3:24])[C:17]=2[C:16]=1[CH3:25]. (6) Given the product [CH:1]1([CH:7]([NH:19][C:20]2[CH:21]=[CH:22][C:23]([C:26]([N:28]([CH3:36])[CH2:29][CH2:30][C:31]([O:33][CH2:34][CH3:35])=[O:32])=[O:27])=[CH:24][CH:25]=2)[C:8]2[O:9][C:10]3[CH:17]=[CH:16][C:15]([O:18][CH2:44][C:42]4[CH:41]=[CH:40][N:39]=[C:38]([F:37])[CH:43]=4)=[CH:14][C:11]=3[C:12]=2[CH3:13])[CH2:6][CH2:5][CH2:4][CH2:3][CH2:2]1, predict the reactants needed to synthesize it. The reactants are: [CH:1]1([CH:7]([NH:19][C:20]2[CH:25]=[CH:24][C:23]([C:26]([N:28]([CH3:36])[CH2:29][CH2:30][C:31]([O:33][CH2:34][CH3:35])=[O:32])=[O:27])=[CH:22][CH:21]=2)[C:8]2[O:9][C:10]3[CH:17]=[CH:16][C:15]([OH:18])=[CH:14][C:11]=3[C:12]=2[CH3:13])[CH2:6][CH2:5][CH2:4][CH2:3][CH2:2]1.[F:37][C:38]1[CH:43]=[C:42]([CH2:44]O)[CH:41]=[CH:40][N:39]=1.C(P(CCCC)CCCC)CCC.N(C(N1CCCCC1)=O)=NC(N1CCCCC1)=O. (7) The reactants are: [CH2:1]1N2CN3CN(C2)[CH2:3][N:2]1[CH2:9]3.Cl[CH2:12][C:13]([C:15]1[CH:16]=[CH:17][C:18]2OCC(=O)N[C:19]=2[CH:25]=1)=O.Cl.[C:27](Cl)(=O)[C:28]1C=CC=N[CH:29]=1.C(N(CC)CC)C.[O:43]=[C:44]([C:55]1[CH:56]=[CH:57][C:58]2[O:63][CH2:62][C:61](=[O:64])[NH:60][C:59]=2[CH:65]=1)[CH2:45][NH:46]C(=O)C1C=CC=NC=1. Given the product [CH3:1][N:2]1[CH2:9][CH2:29][C:28](=[C:13]2[C:12]3[C:59](=[CH:65][CH:55]=[CH:44][CH:45]=3)[CH:58]=[CH:57][C:25]3[C:15]2=[CH:16][CH:17]=[CH:18][CH:19]=3)[CH2:27][CH2:3]1.[NH2:46][CH2:45][C:44]([C:55]1[CH:56]=[CH:57][C:58]2[O:63][CH2:62][C:61](=[O:64])[NH:60][C:59]=2[CH:65]=1)=[O:43], predict the reactants needed to synthesize it. (8) Given the product [Cl:1][C:2]1[CH:3]=[C:4]2[CH:28]([OH:29])[N:10]([C:11]3[CH:12]=[CH:13][CH:14]=[CH:15][CH:16]=3)[C:8](=[O:9])[C:5]2=[N:6][CH:7]=1, predict the reactants needed to synthesize it. The reactants are: [Cl:1][C:2]1[CH:3]=[CH:4][C:5]([C:8]([NH:10][C:11]2[CH:16]=[CH:15][CH:14]=[CH:13][CH:12]=2)=[O:9])=[N:6][CH:7]=1.C([N-]C(C)C)(C)C.[Li+].CN([CH:28]=[O:29])C. (9) Given the product [CH:1]1([C:4]2[N:8]=[C:7]([C:9]3[C:10]4[CH2:18][CH2:17][CH:16]([CH2:19][CH3:20])[CH2:15][C:11]=4[S:12][C:13]=3[NH:14][C:32]([C:22]3[CH:21]4[CH2:28][CH2:27][CH:24]([CH2:25][CH2:26]4)[C:23]=3[C:29]([OH:31])=[O:30])=[O:33])[O:6][N:5]=2)[CH2:3][CH2:2]1, predict the reactants needed to synthesize it. The reactants are: [CH:1]1([C:4]2[N:8]=[C:7]([C:9]3[C:10]4[CH2:18][CH2:17][CH:16]([CH2:19][CH3:20])[CH2:15][C:11]=4[S:12][C:13]=3[NH2:14])[O:6][N:5]=2)[CH2:3][CH2:2]1.[CH:21]12[CH2:28][CH2:27][CH:24]([CH2:25][CH2:26]1)[C:23]1[C:29]([O:31][C:32](=[O:33])[C:22]2=1)=[O:30]. (10) Given the product [CH:1]1[N:2]=[CH:3][N:4]2[CH2:9][CH2:8][N:7]([C:24]([O:23][C:20]([CH3:22])([CH3:21])[CH3:19])=[O:25])[CH2:6][C:5]=12, predict the reactants needed to synthesize it. The reactants are: [CH:1]1[N:2]=[CH:3][N:4]2[CH2:9][CH2:8][NH:7][CH2:6][C:5]=12.CCN(C(C)C)C(C)C.[CH3:19][C:20]([O:23][C:24](O[C:24]([O:23][C:20]([CH3:22])([CH3:21])[CH3:19])=[O:25])=[O:25])([CH3:22])[CH3:21].